From a dataset of Reaction yield outcomes from USPTO patents with 853,638 reactions. Predict the reaction yield, written as a fraction of the theoretical maximum amount of product (1.0 means a 100% yield; for example, 0.34 means a 34% yield). (1) The reactants are Br[C:2]1[CH:3]=[C:4]([NH2:8])[CH:5]=[N:6][CH:7]=1.[C:9]1(C)[CH:14]=[CH:13][CH:12]=[CH:11][CH:10]=1.C(=O)([O-])[O-].[Na+].[Na+].C1(B(O)O)C=CC=CC=1. The catalyst is C(O)C.C1C=CC([P]([Pd]([P](C2C=CC=CC=2)(C2C=CC=CC=2)C2C=CC=CC=2)([P](C2C=CC=CC=2)(C2C=CC=CC=2)C2C=CC=CC=2)[P](C2C=CC=CC=2)(C2C=CC=CC=2)C2C=CC=CC=2)(C2C=CC=CC=2)C2C=CC=CC=2)=CC=1. The product is [C:9]1([C:2]2[CH:3]=[C:4]([NH2:8])[CH:5]=[N:6][CH:7]=2)[CH:14]=[CH:13][CH:12]=[CH:11][CH:10]=1. The yield is 0.130. (2) The reactants are [CH2:1]([O:3][C:4]([C:6]1[C:7]([CH3:31])=[C:8]2[C:13](=[CH:14][C:15]=1[CH3:16])[N:12]=[C:11]([CH2:17][OH:18])[N:10]([C:19]1[CH:24]=[CH:23][CH:22]=[CH:21][C:20]=1[S:25](=[O:29])(=[O:28])[NH:26][CH3:27])[C:9]2=[O:30])=[O:5])[CH3:2].C(OC(C1C(C)=C2C(=CC=1C)N=[C:42]([CH2:48]OCC1C=CC=CC=1)[N:41](C1C=CC=CC=1S(=O)(=O)NC)[C:40]2=[O:68])=O)C.C(OCC)C. The catalyst is C1COCC1. The product is [CH2:1]([O:3][C:4]([C:6]1[C:7]([CH3:31])=[C:8]2[C:13](=[CH:14][C:15]=1[CH3:16])[N:12]=[C:11]([CH2:17][O:18][C:40](=[O:68])[NH:41][CH2:42][CH3:48])[N:10]([C:19]1[CH:24]=[CH:23][CH:22]=[CH:21][C:20]=1[S:25](=[O:29])(=[O:28])[NH:26][CH3:27])[C:9]2=[O:30])=[O:5])[CH3:2]. The yield is 0.430. (3) The reactants are Br[C:2]1[CH:3]=[CH:4][C:5]2[O:10][CH2:9][C:8](=[O:11])[NH:7][C:6]=2[C:12]=1[CH3:13].C1CCCCC1.[CH3:20][O-:21].[Na+]. The catalyst is CO.CCOC(C)=O.[Cu]I. The product is [CH3:20][O:21][C:2]1[CH:3]=[CH:4][C:5]2[O:10][CH2:9][C:8](=[O:11])[NH:7][C:6]=2[C:12]=1[CH3:13]. The yield is 0.700. (4) The reactants are [CH:1]([C:3]1[CH:8]=[CH:7][C:6](B(O)O)=[CH:5][CH:4]=1)=O.Br[C:13]1[CH:18]=[CH:17][CH:16]=[CH:15][N:14]=1.O1CCC[CH2:20]1.C(=O)([O-])[O-].[K+].[K+]. The catalyst is O.C([O-])(=O)C.[Pd+2].C([O-])(=O)C. The product is [CH:1]([C:3]1[CH:8]=[CH:7][C:6]([C:13]2[CH:18]=[CH:17][CH:16]=[CH:15][N:14]=2)=[CH:5][CH:4]=1)=[CH2:20]. The yield is 0.800. (5) The reactants are [CH2:1]([OH:5])[CH2:2][CH:3]=[CH2:4].[S:6](Cl)([C:9]1[CH:15]=[CH:14][C:12]([CH3:13])=[CH:11][CH:10]=1)(=[O:8])=[O:7]. The catalyst is N1C=CC=CC=1. The product is [CH2:1]([OH:5])[CH2:2][CH:3]=[CH2:4].[CH3:13][C:12]1[CH:14]=[CH:15][C:9]([S:6]([O-:5])(=[O:8])=[O:7])=[CH:10][CH:11]=1. The yield is 0.760.